Predict the reactants needed to synthesize the given product. From a dataset of Full USPTO retrosynthesis dataset with 1.9M reactions from patents (1976-2016). (1) Given the product [CH2:7]([N:11]1[CH:16]=[CH:15][C:14]([O:17][S:22]([C:21]([F:34])([F:33])[F:20])(=[O:24])=[O:23])=[C:13]([Cl:18])[C:12]1=[O:19])[CH2:8][CH2:9][CH3:10], predict the reactants needed to synthesize it. The reactants are: N1C=CC=CC=1.[CH2:7]([N:11]1[CH:16]=[CH:15][C:14]([OH:17])=[C:13]([Cl:18])[C:12]1=[O:19])[CH2:8][CH2:9][CH3:10].[F:20][C:21]([F:34])([F:33])[S:22](O[S:22]([C:21]([F:34])([F:33])[F:20])(=[O:24])=[O:23])(=[O:24])=[O:23]. (2) Given the product [CH2:29]([O:28][CH2:27][C:24]1[O:23][C:22]([C:20](=[O:21])[CH2:19][CH2:18][CH2:17][CH2:16][CH2:15][CH2:14][O:13][C:12]2[CH:36]=[CH:37][C:9]([OH:8])=[CH:10][CH:11]=2)=[N:26][N:25]=1)[C:30]1[CH:35]=[CH:34][CH:33]=[CH:32][CH:31]=1, predict the reactants needed to synthesize it. The reactants are: C([O:8][C:9]1[CH:37]=[CH:36][C:12]([O:13][CH2:14][CH2:15][CH2:16][CH2:17][CH2:18][CH2:19][C:20]([C:22]2[O:23][C:24]([CH2:27][O:28][CH2:29][C:30]3[CH:35]=[CH:34][CH:33]=[CH:32][CH:31]=3)=[N:25][N:26]=2)=[O:21])=[CH:11][CH:10]=1)C1C=CC=CC=1. (3) Given the product [O:1]=[C:2]1[CH2:7][N:6]([CH2:31][CH2:30][C:28]2[CH:27]=[CH:26][C:25]3[C:21](=[O:20])[O:22][CH2:23][C:24]=3[CH:29]=2)[CH2:5][CH2:4][N:3]1[CH:8]1[CH2:17][C:16]2[CH:15]=[C:14]([C:18]#[N:19])[CH:13]=[CH:12][C:11]=2[CH2:10][CH2:9]1, predict the reactants needed to synthesize it. The reactants are: [O:1]=[C:2]1[CH2:7][NH:6][CH2:5][CH2:4][N:3]1[CH:8]1[CH2:17][C:16]2[CH:15]=[C:14]([C:18]#[N:19])[CH:13]=[CH:12][C:11]=2[CH2:10][CH2:9]1.[O:20]=[C:21]1[C:25]2[CH:26]=[CH:27][C:28]([CH2:30][CH:31]=O)=[CH:29][C:24]=2[CH2:23][O:22]1.[BH-](OC(C)=O)(OC(C)=O)OC(C)=O.[Na+]. (4) Given the product [Cl:36][C:37]1[S:41][C:40]([NH:42][C:19]([C:7]2[N:6]([CH2:5][C:4]3[CH:22]=[CH:23][C:24]([F:25])=[C:2]([F:1])[CH:3]=3)[CH:10]=[C:9]([S:11]([C:14]3[S:15][CH:16]=[CH:17][CH:18]=3)(=[O:13])=[O:12])[CH:8]=2)=[O:21])=[N:39][CH:38]=1, predict the reactants needed to synthesize it. The reactants are: [F:1][C:2]1[CH:3]=[C:4]([CH:22]=[CH:23][C:24]=1[F:25])[CH2:5][N:6]1[CH:10]=[C:9]([S:11]([C:14]2[S:15][CH:16]=[CH:17][CH:18]=2)(=[O:13])=[O:12])[CH:8]=[C:7]1[C:19]([OH:21])=O.CN(C)C=O.S(Cl)(Cl)=O.Cl.[Cl:36][C:37]1[S:41][C:40]([NH2:42])=[N:39][CH:38]=1. (5) The reactants are: C([N:8]1[CH2:13][CH2:12][N:11]2[CH2:14][C@H:15]([CH2:18][O:19][C:20]3[CH:25]=[CH:24][C:23]([F:26])=[CH:22][CH:21]=3)[CH2:16][CH2:17][C@@H:10]2[CH2:9]1)(OC(C)(C)C)=O. Given the product [F:26][C:23]1[CH:22]=[CH:21][C:20]([O:19][CH2:18][C@H:15]2[CH2:14][N:11]3[CH2:12][CH2:13][NH:8][CH2:9][C@H:10]3[CH2:17][CH2:16]2)=[CH:25][CH:24]=1, predict the reactants needed to synthesize it.